Dataset: CYP2C9 inhibition data for predicting drug metabolism from PubChem BioAssay. Task: Regression/Classification. Given a drug SMILES string, predict its absorption, distribution, metabolism, or excretion properties. Task type varies by dataset: regression for continuous measurements (e.g., permeability, clearance, half-life) or binary classification for categorical outcomes (e.g., BBB penetration, CYP inhibition). Dataset: cyp2c9_veith. (1) The drug is Cc1ccc(S(=O)(=O)N2CCC(=O)N2)cc1. The result is 0 (non-inhibitor). (2) The molecule is COc1ccc(-c2nc3cnc(N4CCOCC4)nc3n(Cc3cccs3)c2=O)cc1. The result is 0 (non-inhibitor). (3) The molecule is Cc1noc(C)c1-c1nc(Nc2ccncc2)c2ccccc2n1. The result is 0 (non-inhibitor). (4) The compound is O=C(c1cc(-c2cccs2)on1)N1CCN(c2ccc(F)cc2)CC1. The result is 1 (inhibitor). (5) The result is 1 (inhibitor). The drug is FC(F)(F)c1cc(-c2ccco2)nc(NCCc2ccccc2)n1. (6) The molecule is NC(N)=N[C@H](CCC(=O)O)C(=O)O. The result is 0 (non-inhibitor).